This data is from Full USPTO retrosynthesis dataset with 1.9M reactions from patents (1976-2016). The task is: Predict the reactants needed to synthesize the given product. Given the product [CH3:1][C:2]1[O:6][C:5]([CH2:7][C:8]2[CH:13]=[CH:12][C:11]([CH:14]=[O:15])=[CH:10][CH:9]=2)=[CH:4][CH:3]=1, predict the reactants needed to synthesize it. The reactants are: [CH3:1][C:2]1[O:6][C:5]([CH2:7][C:8]2[CH:13]=[CH:12][C:11]([CH2:14][OH:15])=[CH:10][CH:9]=2)=[CH:4][CH:3]=1.